This data is from Forward reaction prediction with 1.9M reactions from USPTO patents (1976-2016). The task is: Predict the product of the given reaction. (1) Given the reactants C1COCC1.[CH3:6][O:7][C:8]1[C:13]2[CH2:14][CH2:15][C@@H:16]3[C@H:21]([C:12]=2[CH:11]=[CH:10][C:9]=1[O:23][CH3:24])[CH2:20][NH:19][C:18](=O)[CH2:17]3.[ClH:25], predict the reaction product. The product is: [ClH:25].[CH3:6][O:7][C:8]1[C:13]2[CH2:14][CH2:15][C@@H:16]3[C@H:21]([C:12]=2[CH:11]=[CH:10][C:9]=1[O:23][CH3:24])[CH2:20][NH:19][CH2:18][CH2:17]3. (2) Given the reactants [F:1][C:2]1[CH:3]=[C:4]2[C:9](=[CH:10][N:11]=1)[N:8]=[CH:7][C:6]([C:12]#[N:13])=[C:5]2O.C(Cl)(=O)C([Cl:18])=O.CN(C)C=O.C(=O)([O-])[O-].[K+].[K+], predict the reaction product. The product is: [Cl:18][C:5]1[C:4]2[C:9](=[CH:10][N:11]=[C:2]([F:1])[CH:3]=2)[N:8]=[CH:7][C:6]=1[C:12]#[N:13]. (3) Given the reactants [NH2:1][C:2]1[C:7]([C:8]2[CH:13]=[CH:12][C:11]([OH:14])=[CH:10][CH:9]=2)=[CH:6][CH:5]=[CH:4][N:3]=1.[C:15]([Si:19]([CH3:22])([CH3:21])Cl)([CH3:18])([CH3:17])[CH3:16].N1C=CN=C1.O, predict the reaction product. The product is: [Si:19]([O:14][C:11]1[CH:12]=[CH:13][C:8]([C:7]2[C:2]([NH2:1])=[N:3][CH:4]=[CH:5][CH:6]=2)=[CH:9][CH:10]=1)([C:15]([CH3:18])([CH3:17])[CH3:16])([CH3:22])[CH3:21]. (4) Given the reactants [C:1]([O:5][C:6]([N:8]1[CH2:13][CH2:12][CH2:11][C:10]([CH:15]([O:23][C:24]2[C:32]3[C:27](=[CH:28][CH:29]=[C:30]([F:33])[CH:31]=3)[NH:26][N:25]=2)[C:16]2[CH:21]=[CH:20][CH:19]=[CH:18][C:17]=2[F:22])(C)[CH2:9]1)=[O:7])([CH3:4])([CH3:3])[CH3:2].FC1C=C2C(=CC=1)N(C1C=CC=CC=1F)N=C2O.C(OC(N1CCC[C@@H](COS(C)(=O)=O)C1)=O)(C)(C)C.C(=O)([O-])N.Cl, predict the reaction product. The product is: [C:1]([O:5][C:6]([N:8]1[CH2:13][CH2:12][CH2:11][CH:10]([CH:15]([O:23][C:24]2[C:32]3[C:27](=[CH:28][CH:29]=[C:30]([F:33])[CH:31]=3)[NH:26][N:25]=2)[C:16]2[CH:21]=[CH:20][CH:19]=[CH:18][C:17]=2[F:22])[CH2:9]1)=[O:7])([CH3:4])([CH3:2])[CH3:3]. (5) Given the reactants [CH3:1][C:2]1([CH3:10])[C:5](=[O:6])[CH2:4][CH:3]1C(O)=O.C([N:13]([CH2:16]C)CC)C.C1(P(N=[N+]=[N-])(C2C=CC=CC=2)=[O:25])C=CC=CC=1.[C:35]([OH:39])([CH3:38])([CH3:37])[CH3:36].C(=O)(O)[O-].[Na+], predict the reaction product. The product is: [CH3:10][C:2]1([CH3:1])[C:5](=[O:6])[CH2:4][CH:3]1[NH:13][C:16](=[O:25])[O:39][C:35]([CH3:38])([CH3:37])[CH3:36]. (6) Given the reactants [NH2:1][C:2]([NH:4][C:5]1[S:6][CH:7]=[CH:8][C:9]=1[C:10]([NH2:12])=[O:11])=[O:3].[Br:13]Br.O, predict the reaction product. The product is: [NH2:1][C:2]([NH:4][C:5]1[S:6][C:7]([Br:13])=[CH:8][C:9]=1[C:10]([NH2:12])=[O:11])=[O:3]. (7) The product is: [Cl:15][C:16]1[C:21]([N:22]2[CH2:23][CH2:24][CH:25]([C:28]3[CH:29]=[CH:30][CH:31]=[CH:32][CH:33]=3)[CH2:26][CH2:27]2)=[CH:20][N:19]=[N:18][C:17]=1[NH:34][NH:35][C:8](=[O:10])[CH2:7][C:1]1[CH:2]=[CH:3][CH:4]=[CH:5][CH:6]=1. Given the reactants [C:1]1([CH2:7][C:8]([OH:10])=O)[CH:6]=[CH:5][CH:4]=[CH:3][CH:2]=1.S(Cl)(Cl)=O.[Cl:15][C:16]1[C:21]([N:22]2[CH2:27][CH2:26][CH:25]([C:28]3[CH:33]=[CH:32][CH:31]=[CH:30][CH:29]=3)[CH2:24][CH2:23]2)=[CH:20][N:19]=[N:18][C:17]=1[NH:34][NH2:35].C(=O)(O)[O-].[Na+], predict the reaction product. (8) Given the reactants C([N:5]1[C:9](=[O:10])[C:8]([NH:11][CH2:12][CH2:13][CH2:14][CH2:15][C:16]2[CH:21]=[CH:20][CH:19]=[CH:18][CH:17]=2)=[C:7]([C:22]2[CH:27]=[CH:26][CH:25]=[CH:24][CH:23]=2)[S:6]1(=[O:29])=[O:28])(C)(C)C.Br[CH2:31][C:32]1[CH:37]=[CH:36][CH:35]=[CH:34][N:33]=1, predict the reaction product. The product is: [C:22]1([C:7]2[S:6](=[O:28])(=[O:29])[N:5]([CH2:31][C:32]3[CH:37]=[CH:36][CH:35]=[CH:34][N:33]=3)[C:9](=[O:10])[C:8]=2[NH:11][CH2:12][CH2:13][CH2:14][CH2:15][C:16]2[CH:17]=[CH:18][CH:19]=[CH:20][CH:21]=2)[CH:27]=[CH:26][CH:25]=[CH:24][CH:23]=1. (9) Given the reactants [F:1][C:2]1[CH:19]=[CH:18][C:5]([CH2:6][C:7]2[CH:15]=[C:14]3[C:10]([C:11]([CH3:17])([CH3:16])[CH2:12][NH:13]3)=[CH:9][CH:8]=2)=[CH:4][CH:3]=1.N1C=CC=CC=1.[Cl:26][CH2:27][C:28](Cl)=[O:29].O, predict the reaction product. The product is: [Cl:26][CH2:27][C:28]([N:13]1[C:14]2[C:10](=[CH:9][CH:8]=[C:7]([CH2:6][C:5]3[CH:18]=[CH:19][C:2]([F:1])=[CH:3][CH:4]=3)[CH:15]=2)[C:11]([CH3:16])([CH3:17])[CH2:12]1)=[O:29]. (10) Given the reactants [NH2:1][C:2]1[CH:21]=[CH:20][C:5]([O:6][C:7]2[C:12]([C:13]3[C:14]([C:18]#[N:19])=[N:15][NH:16][CH:17]=3)=[CH:11][CH:10]=[CH:9][N:8]=2)=[CH:4][CH:3]=1.Cl[C:23]1[C:32]2[C:27](=[CH:28][CH:29]=[CH:30][CH:31]=2)[C:26]([C:33]2[CH:38]=[CH:37][CH:36]=[CH:35][CH:34]=2)=[N:25][N:24]=1, predict the reaction product. The product is: [C:33]1([C:26]2[C:27]3[C:32](=[CH:31][CH:30]=[CH:29][CH:28]=3)[C:23]([NH:1][C:2]3[CH:21]=[CH:20][C:5]([O:6][C:7]4[C:12]([C:13]5[C:14]([C:18]#[N:19])=[N:15][NH:16][CH:17]=5)=[CH:11][CH:10]=[CH:9][N:8]=4)=[CH:4][CH:3]=3)=[N:24][N:25]=2)[CH:34]=[CH:35][CH:36]=[CH:37][CH:38]=1.